This data is from Full USPTO retrosynthesis dataset with 1.9M reactions from patents (1976-2016). The task is: Predict the reactants needed to synthesize the given product. (1) Given the product [NH2:1][C:2]1[CH:3]=[C:4]2[C:5](=[CH:6][C:7]=1[F:8])[N:9]([CH2:10][C@@H:11]([OH:21])[CH2:12][O:13][CH2:14][C:15]1[CH:20]=[CH:19][CH:18]=[CH:17][CH:16]=1)[C:23]([C:24]([CH3:35])([CH3:34])[CH2:25][O:26][CH2:27][C:28]1[CH:29]=[CH:30][CH:31]=[CH:32][CH:33]=1)=[CH:22]2, predict the reactants needed to synthesize it. The reactants are: [NH2:1][C:2]1[C:7]([F:8])=[CH:6][C:5]([NH:9][CH2:10][CH:11]([OH:21])[CH2:12][O:13][CH2:14][C:15]2[CH:20]=[CH:19][CH:18]=[CH:17][CH:16]=2)=[C:4]([C:22]#[C:23][C:24]([CH3:35])([CH3:34])[CH2:25][O:26][CH2:27][C:28]2[CH:33]=[CH:32][CH:31]=[CH:30][CH:29]=2)[CH:3]=1. (2) The reactants are: [OH:1][C:2]1[CH:7]=[CH:6][C:5]([CH2:8][N:9]2[CH2:14][CH2:13][CH2:12][CH2:11][CH2:10]2)=[CH:4][C:3]=1[NH:15][C:16](=[O:22])[O:17][C:18]([CH3:21])([CH3:20])[CH3:19].C([O-])([O-])=O.[Cs+].[Cs+].Br[CH2:30][CH2:31][CH2:32][CH2:33][CH2:34][S:35][C:36]1[C:45]2[C:40](=[CH:41][C:42]([C:46]([F:49])([F:48])[F:47])=[CH:43][CH:44]=2)[N:39]=[CH:38][CH:37]=1. Given the product [F:49][C:46]([F:47])([F:48])[C:42]1[CH:41]=[C:40]2[C:45]([C:36]([S:35][CH2:34][CH2:33][CH2:32][CH2:31][CH2:30][O:1][C:2]3[CH:7]=[CH:6][C:5]([CH2:8][N:9]4[CH2:10][CH2:11][CH2:12][CH2:13][CH2:14]4)=[CH:4][C:3]=3[NH:15][C:16](=[O:22])[O:17][C:18]([CH3:19])([CH3:21])[CH3:20])=[CH:37][CH:38]=[N:39]2)=[CH:44][CH:43]=1, predict the reactants needed to synthesize it. (3) Given the product [CH3:19][C:18]1([CH3:20])[O:1][CH:2]([C:5]2[CH:14]=[C:13]3[C:8]([C:9](=[O:15])[CH2:10][CH2:11][O:12]3)=[CH:7][CH:6]=2)[CH2:3][O:4]1, predict the reactants needed to synthesize it. The reactants are: [OH:1][CH:2]([C:5]1[CH:14]=[C:13]2[C:8]([C:9](=[O:15])[CH2:10][CH2:11][O:12]2)=[CH:7][CH:6]=1)[CH2:3][OH:4].CO[C:18](OC)([CH3:20])[CH3:19].[C@@]12(CS(O)(=O)=O)C(C)(C)C(CC1)CC2=O. (4) Given the product [Cl:1][C:2]1[CH:3]=[C:4]([F:30])[C:5]([C:24]2[N:25]=[N:26][N:27]([CH3:29])[N:28]=2)=[C:6]([C:8]2[CH:9]=[CH:10][C:11]3[CH:15]([NH:16][C:17]([C:19]4([NH:22][C:37]([C:35]5[O:36][C:32]([CH3:31])=[N:33][N:34]=5)=[O:38])[CH2:21][CH2:20]4)=[O:18])[CH2:14][S:13][C:12]=3[CH:23]=2)[CH:7]=1, predict the reactants needed to synthesize it. The reactants are: [Cl:1][C:2]1[CH:3]=[C:4]([F:30])[C:5]([C:24]2[N:25]=[N:26][N:27]([CH3:29])[N:28]=2)=[C:6]([C:8]2[CH:9]=[CH:10][C:11]3[CH:15]([NH:16][C:17]([C:19]4([NH2:22])[CH2:21][CH2:20]4)=[O:18])[CH2:14][S:13][C:12]=3[CH:23]=2)[CH:7]=1.[CH3:31][C:32]1[O:36][C:35]([C:37](O)=[O:38])=[N:34][N:33]=1. (5) The reactants are: Cl[C:2]1[CH:7]=[C:6]([C:8]2[NH:17][C:11]3[N:12]=[CH:13][NH:14][C:15](=[O:16])[C:10]=3[CH:9]=2)[CH:5]=[CH:4][N:3]=1.[F:18][C:19]1[CH:31]=[C:30](/[CH:32]=[CH:33]/B2OC(C)(C)C(C)(C)O2)[CH:29]=[CH:28][C:20]=1[CH2:21][N:22]1[CH2:27][CH2:26][O:25][CH2:24][CH2:23]1. Given the product [F:18][C:19]1[CH:31]=[C:30](/[CH:32]=[CH:33]/[C:2]2[CH:7]=[C:6]([C:8]3[NH:17][C:11]4[N:12]=[CH:13][NH:14][C:15](=[O:16])[C:10]=4[CH:9]=3)[CH:5]=[CH:4][N:3]=2)[CH:29]=[CH:28][C:20]=1[CH2:21][N:22]1[CH2:27][CH2:26][O:25][CH2:24][CH2:23]1, predict the reactants needed to synthesize it. (6) The reactants are: Cl[C:2]1[N:7]=[CH:6][C:5]([O:8][CH2:9][CH2:10][C@H:11]([CH:13]2[CH2:18][CH2:17][N:16]([C:19]3[O:23][N:22]=[C:21]([CH:24]([CH3:26])[CH3:25])[N:20]=3)[CH2:15][CH2:14]2)[CH3:12])=[CH:4][N:3]=1.[C:27]([O:31][C:32](=[O:48])[NH:33][C@@H:34]1[C@@H:38]([C:39]2[CH:44]=[C:43]([F:45])[C:42]([F:46])=[CH:41][C:40]=2[F:47])[CH2:37][NH:36][CH2:35]1)([CH3:30])([CH3:29])[CH3:28].C1CCN2C(=NCCC2)CC1.O. Given the product [C:27]([O:31][C:32](=[O:48])[NH:33][C@@H:34]1[C@@H:38]([C:39]2[CH:44]=[C:43]([F:45])[C:42]([F:46])=[CH:41][C:40]=2[F:47])[CH2:37][N:36]([C:2]2[N:7]=[CH:6][C:5]([O:8][CH2:9][CH2:10][C@H:11]([CH:13]3[CH2:18][CH2:17][N:16]([C:19]4[O:23][N:22]=[C:21]([CH:24]([CH3:26])[CH3:25])[N:20]=4)[CH2:15][CH2:14]3)[CH3:12])=[CH:4][N:3]=2)[CH2:35]1)([CH3:30])([CH3:28])[CH3:29], predict the reactants needed to synthesize it.